This data is from Reaction yield outcomes from USPTO patents with 853,638 reactions. The task is: Predict the reaction yield, written as a fraction of the theoretical maximum amount of product (1.0 means a 100% yield; for example, 0.34 means a 34% yield). (1) The reactants are [F:1][C:2]1[CH:3]=[C:4]([N:8]2[C:16]3[C:11](=[CH:12][CH:13]=[CH:14][CH:15]=3)[C:10]([CH3:17])=[C:9]2[C:18](N(OC)C)=[O:19])[CH:5]=[CH:6][CH:7]=1.[CH3:24][Mg]Br.CCOCC. The catalyst is O1CCCC1. The product is [F:1][C:2]1[CH:3]=[C:4]([N:8]2[C:16]3[C:11](=[CH:12][CH:13]=[CH:14][CH:15]=3)[C:10]([CH3:17])=[C:9]2[C:18](=[O:19])[CH3:24])[CH:5]=[CH:6][CH:7]=1. The yield is 0.710. (2) The catalyst is C(O)(C(F)(F)F)=O. The yield is 0.360. The reactants are COC1C=CC(C[N:8](CC2C=CC(OC)=CC=2)[C:9]2[N:14]=[C:13]([CH3:15])[N:12]=[C:11]([C:16]3[C:17]([NH:23][C:24]4[CH:25]=[CH:26][C:27]([NH:30][C:31](=[O:33])[CH3:32])=[N:28][CH:29]=4)=[N:18][CH:19]=[C:20]([Cl:22])[CH:21]=3)[N:10]=2)=CC=1.FC(F)(F)S(O)(=O)=O. The product is [NH2:8][C:9]1[N:14]=[C:13]([CH3:15])[N:12]=[C:11]([C:16]2[C:17]([NH:23][C:24]3[CH:25]=[CH:26][C:27]([NH:30][C:31](=[O:33])[CH3:32])=[N:28][CH:29]=3)=[N:18][CH:19]=[C:20]([Cl:22])[CH:21]=2)[N:10]=1. (3) The reactants are Br[CH2:2][C:3]1[N:7]([CH3:8])[N:6]=[C:5]([N+:9]([O-:11])=[O:10])[CH:4]=1.[CH3:12][O-:13].[Na+]. The catalyst is CO. The product is [CH3:12][O:13][CH2:2][C:3]1[N:7]([CH3:8])[N:6]=[C:5]([N+:9]([O-:11])=[O:10])[CH:4]=1. The yield is 0.900. (4) The reactants are [NH:1]1[C:5]2[CH:6]=[CH:7][CH:8]=[CH:9][C:4]=2[N:3]=[N:2]1.I[CH2:11][CH:12]([CH3:14])[CH3:13].C(=O)([O-])[O-].[K+].[K+]. The catalyst is CN(C)C=O. The product is [CH2:11]([N:2]1[N:3]=[C:4]2[CH:9]=[CH:8][CH:7]=[CH:6][C:5]2=[N:1]1)[CH:12]([CH3:14])[CH3:13]. The yield is 0.500. (5) The reactants are [Br:1][C:2]1[N:6]2[C:7](=[O:15])[CH:8]=[C:9]([CH2:11][C:12](=[S:14])[NH2:13])[N:10]=[C:5]2[S:4][C:3]=1[CH3:16].Br[CH2:18][C:19](=O)[C:20]([F:23])([F:22])[F:21]. The catalyst is C(O)C. The product is [Br:1][C:2]1[N:6]2[C:7](=[O:15])[CH:8]=[C:9]([CH2:11][C:12]3[S:14][CH:18]=[C:19]([C:20]([F:23])([F:22])[F:21])[N:13]=3)[N:10]=[C:5]2[S:4][C:3]=1[CH3:16]. The yield is 0.640. (6) The reactants are [CH2:1]([C:4]1([S:7]([NH:10][C:11]2[CH:16]=[CH:15][C:14]([F:17])=[C:13]([F:18])[C:12]=2[NH:19][C:20]2[CH:25]=[CH:24][C:23]([I:26])=[CH:22][C:21]=2[F:27])(=[O:9])=[O:8])[CH2:6][CH2:5]1)C=C.C[N+]1([O-])CC[O:32]CC1.CCO[C:39]([CH3:41])=[O:40]. The catalyst is C1COCC1.O.[Os](=O)(=O)(=O)=O. The product is [F:18][C:13]1[C:12]([NH:19][C:20]2[CH:25]=[CH:24][C:23]([I:26])=[CH:22][C:21]=2[F:27])=[C:11]([NH:10][S:7]([C:4]2([CH2:1][CH:39]([OH:40])[CH2:41][OH:32])[CH2:6][CH2:5]2)(=[O:8])=[O:9])[CH:16]=[CH:15][C:14]=1[F:17]. The yield is 0.790. (7) The reactants are C[C:2]1([CH3:9])[O:6][C@H:5]([CH2:7][OH:8])[CH2:4][O:3]1.[OH-].[K+].[CH2:12](Br)[CH2:13][CH2:14][CH2:15][CH2:16][CH2:17][CH2:18][CH2:19][CH2:20][CH2:21][CH2:22][CH2:23][CH2:24][CH2:25]CC.O. The catalyst is C1(C)C=CC=CC=1. The product is [CH2:2]([O:3][CH2:4][CH:5]([CH2:7][OH:8])[OH:6])[CH2:9][CH2:25][CH2:24][CH2:23][CH2:22][CH2:21][CH2:20][CH2:19][CH2:18][CH2:17][CH2:16][CH2:15][CH2:14][CH2:13][CH3:12]. The yield is 0.820. (8) The reactants are [F:1][C:2]1[CH:3]=[C:4]([C@:15]([NH:30][S@@](C(C)(C)C)=O)([C:23]2[CH:28]=[CH:27][C:26]([F:29])=[CH:25][CH:24]=2)[CH2:16][C:17]2[CH:22]=[CH:21][CH:20]=[CH:19][CH:18]=2)[CH:5]=[C:6]([O:8][C:9]([F:14])([F:13])[CH:10]([F:12])[F:11])[CH:7]=1.Cl. The catalyst is CO.O1CCOCC1. The product is [F:1][C:2]1[CH:3]=[C:4]([C@@:15]([C:23]2[CH:28]=[CH:27][C:26]([F:29])=[CH:25][CH:24]=2)([NH2:30])[CH2:16][C:17]2[CH:22]=[CH:21][CH:20]=[CH:19][CH:18]=2)[CH:5]=[C:6]([O:8][C:9]([F:14])([F:13])[CH:10]([F:12])[F:11])[CH:7]=1. The yield is 0.920.